Dataset: Catalyst prediction with 721,799 reactions and 888 catalyst types from USPTO. Task: Predict which catalyst facilitates the given reaction. (1) Reactant: [OH:1][C:2]1[CH:3]=[CH:4][C:5]([CH2:12][CH2:13][C:14]([O:16][C:17]([CH3:20])([CH3:19])[CH3:18])=[O:15])=[C:6]2[C:11]=1[N:10]=[CH:9][CH:8]=[CH:7]2.N1C=CC=CC=1N([S:28]([C:31]([F:34])([F:33])[F:32])(=[O:30])=[O:29])[S:28]([C:31]([F:34])([F:33])[F:32])(=[O:30])=[O:29].C(N(CC)C(C)C)(C)C. Product: [F:32][C:31]([F:34])([F:33])[S:28]([O:1][C:2]1[CH:3]=[CH:4][C:5]([CH2:12][CH2:13][C:14]([O:16][C:17]([CH3:20])([CH3:19])[CH3:18])=[O:15])=[C:6]2[C:11]=1[N:10]=[CH:9][CH:8]=[CH:7]2)(=[O:30])=[O:29]. The catalyst class is: 4. (2) Reactant: [CH3:1][C:2]1[CH:7]=[CH:6][CH:5]=[C:4]([CH3:8])[C:3]=1[N:9]=[C:10]=[O:11].[NH2:12][C:13]1[CH:18]=[C:17]([Br:19])[CH:16]=[CH:15][C:14]=1[C:20]([NH:22][C@@H:23]([CH:28]1[CH2:33][CH2:32][CH2:31][CH2:30][CH2:29]1)[C:24]([O:26][CH3:27])=[O:25])=[O:21].CCCCCC.C(OCC)(=O)C. Product: [Br:19][C:17]1[CH:16]=[CH:15][C:14]([C:20]([NH:22][C@@H:23]([CH:28]2[CH2:33][CH2:32][CH2:31][CH2:30][CH2:29]2)[C:24]([O:26][CH3:27])=[O:25])=[O:21])=[C:13]([NH:12][C:10]([NH:9][C:3]2[C:2]([CH3:1])=[CH:7][CH:6]=[CH:5][C:4]=2[CH3:8])=[O:11])[CH:18]=1. The catalyst class is: 17. (3) Product: [F:35][C:34]([F:37])([F:36])[C:33]([OH:38])=[O:2].[CH3:1][O:2][C:3]1[N:8]=[C:7]([O:9][CH3:10])[C:6]([C:11]2[CH:20]=[C:19]3[C:14]([C:15]([NH:25][C:26]4[CH:31]=[CH:30][CH:29]=[C:28]([NH:32][C:33](=[O:38])[C:34]([F:35])([F:36])[F:37])[CH:27]=4)=[C:16]([C:21]([NH2:23])=[O:22])[CH:17]=[N:18]3)=[CH:13][CH:12]=2)=[CH:5][N:4]=1. Reactant: [CH3:1][O:2][C:3]1[N:8]=[C:7]([O:9][CH3:10])[C:6]([C:11]2[CH:20]=[C:19]3[C:14]([C:15](Cl)=[C:16]([C:21]([NH2:23])=[O:22])[CH:17]=[N:18]3)=[CH:13][CH:12]=2)=[CH:5][N:4]=1.[NH2:25][C:26]1[CH:27]=[C:28]([NH:32][C:33](=[O:38])[C:34]([F:37])([F:36])[F:35])[CH:29]=[CH:30][CH:31]=1. The catalyst class is: 15. (4) Reactant: [CH:1]1[C:13]2[CH:12]([CH2:14][O:15][C:16]([N:18]3[CH2:23][C@H:22]([C:24](=[O:47])[N:25]([CH:44]4[CH2:46][CH2:45]4)[C:26]4[CH:27]=[CH:28][C:29]5[O:34][C:33]([CH3:36])([CH3:35])[C:32](=[O:37])[N:31]([CH2:38][CH2:39][CH2:40][O:41][CH3:42])[C:30]=5[CH:43]=4)[CH2:21][C@H:20]([NH:48]C(OC(C)(C)C)=O)[CH2:19]3)=[O:17])[C:11]3[C:6](=[CH:7][CH:8]=[CH:9][CH:10]=3)[C:5]=2[CH:4]=[CH:3][CH:2]=1.[ClH:56]. Product: [ClH:56].[CH:10]1[C:11]2[CH:12]([CH2:14][O:15][C:16]([N:18]3[CH2:23][C@H:22]([C:24](=[O:47])[N:25]([CH:44]4[CH2:46][CH2:45]4)[C:26]4[CH:27]=[CH:28][C:29]5[O:34][C:33]([CH3:35])([CH3:36])[C:32](=[O:37])[N:31]([CH2:38][CH2:39][CH2:40][O:41][CH3:42])[C:30]=5[CH:43]=4)[CH2:21][C@H:20]([NH2:48])[CH2:19]3)=[O:17])[C:13]3[C:5](=[CH:4][CH:3]=[CH:2][CH:1]=3)[C:6]=2[CH:7]=[CH:8][CH:9]=1. The catalyst class is: 12. (5) Product: [S:1]1[CH:5]=[CH:4][CH:3]=[C:2]1[CH2:6][C:7]1[O:11][N:10]=[C:9]([C:12]([OH:14])=[O:13])[CH:8]=1. Reactant: [S:1]1[CH:5]=[CH:4][CH:3]=[C:2]1[CH2:6][C:7]1[O:11][N:10]=[C:9]([C:12]([O:14]CC)=[O:13])[CH:8]=1.C(O)C.[OH-].[Na+]. The catalyst class is: 6. (6) Reactant: [NH:1]1[C:5]2[CH:6]=[CH:7][CH:8]=[CH:9][C:4]=2[NH:3][C:2]1=[O:10].C(=O)([O-])[O-].[Cs+].[Cs+].[CH3:17][C:18]([CH3:22])=[CH:19][CH2:20]Br.O. Product: [CH3:17][C:18]([CH3:22])=[CH:19][CH2:20][N:1]1[C:5]2[CH:6]=[CH:7][CH:8]=[CH:9][C:4]=2[NH:3][C:2]1=[O:10]. The catalyst class is: 16. (7) Product: [CH2:19]([O:18][CH2:17][C:12]([CH2:11][O:10][CH2:1][CH2:2][CH2:3][CH2:4][CH2:5][CH2:6][CH2:7][CH2:8][CH3:9])([CH2:15][CH3:16])[CH2:13][O:14][C:42](=[O:52])[CH2:43][CH2:44][CH2:45][CH2:46][CH2:47][CH2:48][CH2:49][CH2:50][CH3:51])[CH2:20][CH2:21][CH2:22][CH2:23][CH2:24][CH2:25][CH2:26][CH3:27]. The catalyst class is: 6. Reactant: [CH2:1]([O:10][CH2:11][C:12]([CH2:17][O:18][CH2:19][CH2:20][CH2:21][CH2:22][CH2:23][CH2:24][CH2:25][CH2:26][CH3:27])([CH2:15][CH3:16])[CH2:13][OH:14])[CH2:2][CH2:3][CH2:4][CH2:5][CH2:6][CH2:7][CH2:8][CH3:9].CN(C)C1C=CC=CC=1.O1CCCC1.[C:42](Cl)(=[O:52])[CH2:43][CH2:44][CH2:45][CH2:46][CH2:47][CH2:48][CH2:49][CH2:50][CH3:51]. (8) Reactant: [H][H].[N+:3]([C:6]1[CH:7]=[C:8]([C:23]([O:25][CH3:26])=[O:24])[C:9]2[CH2:10][N:11]([CH:16]([CH2:20][CH2:21][CH3:22])[CH2:17][CH2:18][CH3:19])[C:12](=[O:15])[C:13]=2[CH:14]=1)([O-])=O. Product: [NH2:3][C:6]1[CH:7]=[C:8]([C:23]([O:25][CH3:26])=[O:24])[C:9]2[CH2:10][N:11]([CH:16]([CH2:20][CH2:21][CH3:22])[CH2:17][CH2:18][CH3:19])[C:12](=[O:15])[C:13]=2[CH:14]=1. The catalyst class is: 19.